From a dataset of Forward reaction prediction with 1.9M reactions from USPTO patents (1976-2016). Predict the product of the given reaction. (1) The product is: [CH3:1][O:2][C:3]([C:5]1[N:6]=[C:7]([CH2:16][CH:17]2[CH2:21][CH2:20][CH2:19][CH2:18]2)[C:8]2[C:13]([CH:14]=1)=[CH:12][CH:11]=[C:10]([O:15][C:28]1[CH:29]=[CH:30][C:25]([CH:22]([CH3:24])[CH3:23])=[CH:26][CH:27]=1)[CH:9]=2)=[O:4]. Given the reactants [CH3:1][O:2][C:3]([C:5]1[N:6]=[C:7]([CH2:16][CH:17]2[CH2:21][CH2:20][CH2:19][CH2:18]2)[C:8]2[C:13]([CH:14]=1)=[CH:12][CH:11]=[C:10]([OH:15])[CH:9]=2)=[O:4].[CH:22]([C:25]1[CH:30]=[CH:29][C:28](B(O)O)=[CH:27][CH:26]=1)([CH3:24])[CH3:23], predict the reaction product. (2) Given the reactants [Br:1][C:2]1[CH:3]=[C:4]([S:11]([OH:14])(=[O:13])=O)[CH:5]=[C:6]([N+:8]([O-:10])=[O:9])[CH:7]=1.P(Cl)(Cl)(Cl)(Cl)Cl.[C:21]([NH2:25])([CH3:24])([CH3:23])[CH3:22].C(N(CC)C(C)C)(C)C, predict the reaction product. The product is: [Br:1][C:2]1[CH:3]=[C:4]([S:11]([NH:25][C:21]([CH3:24])([CH3:23])[CH3:22])(=[O:13])=[O:14])[CH:5]=[C:6]([N+:8]([O-:10])=[O:9])[CH:7]=1.